Task: Predict which catalyst facilitates the given reaction.. Dataset: Catalyst prediction with 721,799 reactions and 888 catalyst types from USPTO (1) Reactant: [OH:1][C:2]1[C:11]2[C:6](=[CH:7][CH:8]=[CH:9][CH:10]=2)[C:5]([CH:12]=[O:13])=[C:4]([CH3:14])[CH:3]=1.[H-].[Na+].[F:17][C:18]1[CH:25]=[CH:24][C:21]([CH2:22]Br)=[CH:20][CH:19]=1. Product: [F:17][C:18]1[CH:25]=[CH:24][C:21]([CH2:22][O:1][C:2]2[C:11]3[C:6](=[CH:7][CH:8]=[CH:9][CH:10]=3)[C:5]([CH:12]=[O:13])=[C:4]([CH3:14])[CH:3]=2)=[CH:20][CH:19]=1. The catalyst class is: 9. (2) Reactant: [CH3:1][C:2]1([CH3:24])[C@H:7]([NH:8][C@@H](C2C=CC=CC=2)C)[CH2:6][CH2:5][N:4]([C:17]([O:19][C:20]([CH3:23])([CH3:22])[CH3:21])=[O:18])[CH2:3]1.[H][H]. Product: [NH2:8][C@@H:7]1[CH2:6][CH2:5][N:4]([C:17]([O:19][C:20]([CH3:23])([CH3:22])[CH3:21])=[O:18])[CH2:3][C:2]1([CH3:24])[CH3:1]. The catalyst class is: 63.